Dataset: Full USPTO retrosynthesis dataset with 1.9M reactions from patents (1976-2016). Task: Predict the reactants needed to synthesize the given product. (1) Given the product [Cl:58][C:37]1[CH:36]=[C:35]([NH:67][C:62]2[CH:63]=[C:64]([CH3:66])[CH:65]=[C:60]([CH3:59])[CH:61]=2)[CH:40]=[CH:39][C:38]=1[C:41]([C:43]1[CH:48]=[C:47]([N:49]2[CH:53]=[C:52]([CH2:54][CH2:55][OH:56])[N:51]=[N:50]2)[CH:46]=[CH:45][C:44]=1[CH3:57])=[O:42], predict the reactants needed to synthesize it. The reactants are: FC1C=C(F)C=CC=1NC1C=CC(C(C2C=C(N3C=C(CCO)N=N3)C=CC=2C)=O)=C(C)C=1.Br[C:35]1[CH:40]=[CH:39][C:38]([C:41]([C:43]2[CH:48]=[C:47]([N:49]3[CH:53]=[C:52]([CH2:54][CH2:55][OH:56])[N:51]=[N:50]3)[CH:46]=[CH:45][C:44]=2[CH3:57])=[O:42])=[C:37]([Cl:58])[CH:36]=1.[CH3:59][C:60]1[CH:61]=[C:62]([NH2:67])[CH:63]=[C:64]([CH3:66])[CH:65]=1. (2) Given the product [CH3:1][O:2][C:3]([C@H:5]1[CH2:10][C@H:9]([C:11](=[O:13])[NH:42][CH2:41][C:27]2([CH2:26][CH2:25][CH2:24][CH2:23][O:22][CH3:21])[C:40]3[CH:39]=[CH:38][CH:37]=[CH:36][C:35]=3[O:34][C:33]3[C:28]2=[CH:29][CH:30]=[CH:31][CH:32]=3)[CH2:8][N:7]([C:14]([O:16][C:17]([CH3:20])([CH3:19])[CH3:18])=[O:15])[CH2:6]1)=[O:4], predict the reactants needed to synthesize it. The reactants are: [CH3:1][O:2][C:3]([C@H:5]1[CH2:10][C@H:9]([C:11]([OH:13])=O)[CH2:8][N:7]([C:14]([O:16][C:17]([CH3:20])([CH3:19])[CH3:18])=[O:15])[CH2:6]1)=[O:4].[CH3:21][O:22][CH2:23][CH2:24][CH2:25][CH2:26][C:27]1([CH2:41][NH2:42])[C:40]2[CH:39]=[CH:38][CH:37]=[CH:36][C:35]=2[O:34][C:33]2[C:28]1=[CH:29][CH:30]=[CH:31][CH:32]=2. (3) Given the product [CH2:1]([O:8][C:9]1[CH:14]=[C:13]([N:33]2[CH:37]=[CH:36][CH:35]=[N:34]2)[CH:12]=[CH:11][C:10]=1[F:16])[C:2]1[CH:7]=[CH:6][CH:5]=[CH:4][CH:3]=1, predict the reactants needed to synthesize it. The reactants are: [CH2:1]([O:8][C:9]1[CH:14]=[C:13](Br)[CH:12]=[CH:11][C:10]=1[F:16])[C:2]1[CH:7]=[CH:6][CH:5]=[CH:4][CH:3]=1.N[C@H]1CCCC[C@@H]1N.P([O-])([O-])([O-])=O.[K+].[K+].[K+].[NH:33]1[CH:37]=[CH:36][CH:35]=[N:34]1.